Dataset: Peptide-MHC class I binding affinity with 185,985 pairs from IEDB/IMGT. Task: Regression. Given a peptide amino acid sequence and an MHC pseudo amino acid sequence, predict their binding affinity value. This is MHC class I binding data. (1) The binding affinity (normalized) is 0.679. The MHC is HLA-B40:02 with pseudo-sequence HLA-B40:02. The peptide sequence is FENAILSMT. (2) The peptide sequence is ILQDRIRMY. The MHC is HLA-B58:01 with pseudo-sequence HLA-B58:01. The binding affinity (normalized) is 0.0847. (3) The peptide sequence is IRKPKHLYV. The MHC is HLA-A68:02 with pseudo-sequence HLA-A68:02. The binding affinity (normalized) is 0.0847. (4) The peptide sequence is GQTGNRGPP. The MHC is Mamu-B52 with pseudo-sequence Mamu-B52. The binding affinity (normalized) is 0. (5) The peptide sequence is YPKFHRSAM. The binding affinity (normalized) is 0.0847. The MHC is HLA-B51:01 with pseudo-sequence HLA-B51:01.